This data is from Catalyst prediction with 721,799 reactions and 888 catalyst types from USPTO. The task is: Predict which catalyst facilitates the given reaction. (1) Reactant: C([O:5][C:6](=[O:42])[CH2:7][C:8]1([C:13]2[CH:18]=[CH:17][C:16]([NH:19][C:20](=[O:41])[CH2:21][C:22]3[CH:27]=[CH:26][C:25]([NH:28][C:29]([NH:31][C:32]4[CH:37]=[CH:36][CH:35]=[CH:34][C:33]=4[CH3:38])=[O:30])=[C:24]([O:39][CH3:40])[CH:23]=3)=[CH:15][CH:14]=2)[CH2:12][CH2:11][CH2:10][CH2:9]1)(C)(C)C.ClCCl.O.CO. Product: [CH3:40][O:39][C:24]1[CH:23]=[C:22]([CH2:21][C:20]([NH:19][C:16]2[CH:15]=[CH:14][C:13]([C:8]3([CH2:7][C:6]([OH:42])=[O:5])[CH2:12][CH2:11][CH2:10][CH2:9]3)=[CH:18][CH:17]=2)=[O:41])[CH:27]=[CH:26][C:25]=1[NH:28][C:29]([NH:31][C:32]1[CH:37]=[CH:36][CH:35]=[CH:34][C:33]=1[CH3:38])=[O:30]. The catalyst class is: 55. (2) Reactant: [Cl:1][C:2]1[C:11]2[N:10]=[C:9]([CH3:12])[C:8]([CH2:13][C:14]3[CH:19]=[CH:18][C:17]([S:20]([CH3:23])(=[O:22])=[O:21])=[CH:16][CH:15]=3)=[C:7]([CH3:24])[C:6]=2[C:5]([OH:25])=[CH:4][CH:3]=1.CN(C)C=O.C(=O)([O-])[O-].[K+].[K+].[CH3:37][O:38][C:39](=[O:42])[CH2:40]Br. Product: [CH3:37][O:38][C:39](=[O:42])[CH2:40][O:25][C:5]1[CH:4]=[CH:3][C:2]([Cl:1])=[C:11]2[C:6]=1[C:7]([CH3:24])=[C:8]([CH2:13][C:14]1[CH:19]=[CH:18][C:17]([S:20]([CH3:23])(=[O:21])=[O:22])=[CH:16][CH:15]=1)[C:9]([CH3:12])=[N:10]2. The catalyst class is: 13. (3) Reactant: [F:1][C:2]1[CH:7]=[CH:6][C:5]([C@H:8]([CH3:20])[C:9](N2[C@@H](C(C)C)COC2=O)=[O:10])=[CH:4][CH:3]=1.[OH:21]O.[Li+].[OH-]. Product: [F:1][C:2]1[CH:3]=[CH:4][C:5]([C@H:8]([CH3:20])[C:9]([OH:10])=[O:21])=[CH:6][CH:7]=1. The catalyst class is: 20.